Dataset: Catalyst prediction with 721,799 reactions and 888 catalyst types from USPTO. Task: Predict which catalyst facilitates the given reaction. (1) Reactant: Br[C:2]1[CH:3]=[CH:4][C:5]([C:9]#[N:10])=[N:6][C:7]=1[CH3:8].[CH:11]1(B(O)O)[CH2:13][CH2:12]1.CC1(C)C2C(=C(P(C3C=CC=CC=3)C3C=CC=CC=3)C=CC=2)OC2C(P(C3C=CC=CC=3)C3C=CC=CC=3)=CC=CC1=2.C([O-])([O-])=O.[Cs+].[Cs+]. Product: [CH:11]1([C:2]2[CH:3]=[CH:4][C:5]([C:9]#[N:10])=[N:6][C:7]=2[CH3:8])[CH2:13][CH2:12]1. The catalyst class is: 62. (2) Reactant: C(=O)([O-])O.[Na+].Cl[C:7]([O:9][CH2:10][C:11]1[CH:16]=[CH:15][CH:14]=[CH:13][CH:12]=1)=[O:8].[CH3:17][O:18][C:19](=[O:26])[C@@H:20]1[CH2:24][CH:23]([CH3:25])[CH2:22][NH:21]1. Product: [CH3:17][O:18][C:19](=[O:26])[C@@H:20]1[CH2:24][CH:23]([CH3:25])[CH2:22][N:21]1[C:7]([O:9][CH2:10][C:11]1[CH:16]=[CH:15][CH:14]=[CH:13][CH:12]=1)=[O:8]. The catalyst class is: 11. (3) Reactant: [Br:1][C:2]1[CH:18]=[CH:17][CH:16]=[CH:15][C:3]=1[CH2:4][O:5][C:6]1[CH:13]=[CH:12][C:11]([Cl:14])=[CH:10][C:7]=1[C:8]#[N:9].CSC. Product: [Br:1][C:2]1[CH:18]=[CH:17][CH:16]=[CH:15][C:3]=1[CH2:4][O:5][C:6]1[CH:13]=[CH:12][C:11]([Cl:14])=[CH:10][C:7]=1[CH2:8][NH2:9]. The catalyst class is: 26. (4) The catalyst class is: 13. Product: [Cl:11][C:12]1[CH:20]=[CH:19][C:15]([C:16]2[NH:10][C:3]3[CH:4]=[C:5]([F:9])[C:6]([F:8])=[CH:7][C:2]=3[N:1]=2)=[CH:14][CH:13]=1. Reactant: [NH2:1][C:2]1[CH:7]=[C:6]([F:8])[C:5]([F:9])=[CH:4][C:3]=1[NH2:10].[Cl:11][C:12]1[CH:20]=[CH:19][C:15]([C:16](O)=O)=[CH:14][CH:13]=1.O. (5) Reactant: I[C:2]1[CH:8]=[CH:7][CH:6]=[CH:5][C:3]=1[NH2:4].C([Sn](CCCC)(CCCC)[C:14]1[O:15][CH:16]=[CH:17][CH:18]=1)CCC. The catalyst class is: 77. Product: [O:15]1[CH:16]=[CH:17][CH:18]=[C:14]1[C:2]1[CH:8]=[CH:7][CH:6]=[CH:5][C:3]=1[NH2:4]. (6) Reactant: [CH2:1]([O:3][C:4](=[O:48])[C:5]([CH2:17][O:18][C:19](=[O:47])[CH2:20][C:21]1[CH:26]=[CH:25][C:24]([NH:27][C:28]([C:30]2[C:31]([C:36]3[CH:41]=[CH:40][C:39]([C:42]([F:45])([F:44])[F:43])=[CH:38][CH:37]=3)=[CH:32][CH:33]=[CH:34][CH:35]=2)=[O:29])=[C:23]([OH:46])[CH:22]=1)([C:11]1[CH:16]=[CH:15][CH:14]=[CH:13][CH:12]=1)[C:6]([O:8][CH2:9][CH3:10])=[O:7])[CH3:2].C(N(CC)CC)C.[C:56](Cl)(=[O:58])[CH3:57]. Product: [CH2:9]([O:8][C:6](=[O:7])[C:5]([CH2:17][O:18][C:19](=[O:47])[CH2:20][C:21]1[CH:26]=[CH:25][C:24]([NH:27][C:28]([C:30]2[C:31]([C:36]3[CH:37]=[CH:38][C:39]([C:42]([F:44])([F:43])[F:45])=[CH:40][CH:41]=3)=[CH:32][CH:33]=[CH:34][CH:35]=2)=[O:29])=[C:23]([O:46][C:56](=[O:58])[CH3:57])[CH:22]=1)([C:11]1[CH:12]=[CH:13][CH:14]=[CH:15][CH:16]=1)[C:4]([O:3][CH2:1][CH3:2])=[O:48])[CH3:10]. The catalyst class is: 11. (7) Reactant: Br[C:2]1[CH:3]=[CH:4][C:5]([Cl:10])=[C:6]([CH:9]=1)[CH2:7]Br.[CH2:11]([NH:13][CH2:14][CH3:15])[CH3:12].[C:16](=[O:19])([O-])[O-].[K+].[K+]. Product: [Cl:10][C:5]1[CH:4]=[CH:3][C:2]([C:16]2([OH:19])[CH2:15][CH2:14][NH:13][CH2:11][CH2:12]2)=[CH:9][C:6]=1[CH2:7][N:13]([CH2:14][CH3:15])[CH2:11][CH3:12]. The catalyst class is: 10. (8) Reactant: [C:1]([O:5][C:6]([N:8]1[CH2:11][CH:10]([C:12](O)=[O:13])[CH2:9]1)=[O:7])([CH3:4])([CH3:3])[CH3:2].CSC.B.Cl. Product: [OH:13][CH2:12][CH:10]1[CH2:11][N:8]([C:6]([O:5][C:1]([CH3:4])([CH3:3])[CH3:2])=[O:7])[CH2:9]1. The catalyst class is: 1. (9) Product: [CH3:1][O:2][C:3]([C:4]1[CH:5]=[C:6]([C:8]2[CH:12]=[CH:11][N:10]([CH3:13])[N:9]=2)[N:16]([C:18]2[CH:23]=[N:22][C:21]([O:24][CH3:25])=[CH:20][CH:19]=2)[N:17]=1)=[O:15]. The catalyst class is: 5. Reactant: [CH3:1][O:2][C:3](=[O:15])[C:4](=O)[CH2:5][C:6]([C:8]1[CH:12]=[CH:11][N:10]([CH3:13])[N:9]=1)=O.[NH:16]([C:18]1[CH:19]=[CH:20][C:21]([O:24][CH3:25])=[N:22][CH:23]=1)[NH2:17].C(O)(=O)C.